This data is from Forward reaction prediction with 1.9M reactions from USPTO patents (1976-2016). The task is: Predict the product of the given reaction. (1) The product is: [CH3:29][Si:30]([C:33]#[C:34][C:2]1[CH:7]=[CH:6][C:5]([C:8]2[CH:13]=[CH:12][CH:11]=[CH:10][N:9]=2)=[CH:4][CH:3]=1)([CH3:32])[CH3:31]. Given the reactants I[C:2]1[CH:7]=[CH:6][C:5]([C:8]2[CH:13]=[CH:12][CH:11]=[CH:10][N:9]=2)=[CH:4][CH:3]=1.IC1C=CC(I)=CC=1.FC1C=CC=CN=1.[CH3:29][Si:30]([C:33]#[CH:34])([CH3:32])[CH3:31], predict the reaction product. (2) Given the reactants [H-].[Na+].[F:3][C:4]1[CH:5]=[CH:6][C:7]([NH2:10])=[N:8][CH:9]=1.[CH3:11]I, predict the reaction product. The product is: [F:3][C:4]1[CH:5]=[CH:6][C:7]([NH:10][CH3:11])=[N:8][CH:9]=1. (3) Given the reactants [F:1][C:2]1[CH:7]=[CH:6][C:5]([C:8]2[C:20]([CH:21]=[O:22])=[C:19]([CH:23]([CH3:25])[CH3:24])[CH:18]=[C:17]3[C:9]=2[C:10](=[O:26])[CH2:11][C:12]2([O:16]3)[CH2:15][CH2:14][CH2:13]2)=[CH:4][CH:3]=1.[F:27][C:28]([F:38])([F:37])[C:29]1[CH:34]=[CH:33][C:32]([Mg]Br)=[CH:31][CH:30]=1.C(=O)(O)[O-].[Na+], predict the reaction product. The product is: [F:1][C:2]1[CH:7]=[CH:6][C:5]([C:8]2[C:20]([CH:21]([OH:22])[C:32]3[CH:33]=[CH:34][C:29]([C:28]([F:38])([F:37])[F:27])=[CH:30][CH:31]=3)=[C:19]([CH:23]([CH3:24])[CH3:25])[CH:18]=[C:17]3[C:9]=2[C:10](=[O:26])[CH2:11][C:12]2([O:16]3)[CH2:15][CH2:14][CH2:13]2)=[CH:4][CH:3]=1. (4) Given the reactants Br[CH2:2][C:3](Br)=[O:4].[CH3:6][C:7]1[CH:15]=[CH:14][CH:13]=[C:12]2[C:8]=1[CH2:9][CH2:10][CH:11]2[NH2:16].[CH3:17][O:18][C:19]1[CH:20]=[C:21]([CH:38]=[CH:39][C:40]=1[O:41][CH3:42])[CH2:22][CH:23]1[C:29]2[CH:30]=[C:31]([O:36][CH3:37])[C:32]([O:34][CH3:35])=[CH:33][C:28]=2[CH2:27][CH2:26][CH2:25][NH:24]1, predict the reaction product. The product is: [CH3:17][O:18][C:19]1[CH:20]=[C:21]([CH:38]=[CH:39][C:40]=1[O:41][CH3:42])[CH2:22][CH:23]1[C:29]2[CH:30]=[C:31]([O:36][CH3:37])[C:32]([O:34][CH3:35])=[CH:33][C:28]=2[CH2:27][CH2:26][CH2:25][N:24]1[CH2:2][C:3]([NH:16][CH:11]1[C:12]2[C:8](=[C:7]([CH3:6])[CH:15]=[CH:14][CH:13]=2)[CH2:9][CH2:10]1)=[O:4]. (5) The product is: [ClH:43].[C:1]1([C@H:11]([NH:13][CH2:14][C@@H:15]2[C@@H:19]([C:20]3[CH:25]=[CH:24][CH:23]=[CH:22][CH:21]=3)[CH2:18][N:17]([C:26]([C:28]3[CH:29]=[CH:30][C:31]([O:32][CH2:33][C:34]([OH:36])=[O:35])=[CH:39][CH:40]=3)=[O:27])[CH2:16]2)[CH3:12])[C:10]2[C:5](=[CH:6][CH:7]=[CH:8][CH:9]=2)[CH:4]=[CH:3][CH:2]=1. Given the reactants [C:1]1([C@H:11]([NH:13][CH2:14][C@@H:15]2[C@@H:19]([C:20]3[CH:25]=[CH:24][CH:23]=[CH:22][CH:21]=3)[CH2:18][N:17]([C:26]([C:28]3[CH:40]=[CH:39][C:31]([O:32][CH2:33][C:34]([O:36]CC)=[O:35])=[CH:30][CH:29]=3)=[O:27])[CH2:16]2)[CH3:12])[C:10]2[C:5](=[CH:6][CH:7]=[CH:8][CH:9]=2)[CH:4]=[CH:3][CH:2]=1.[OH-].[Li+].[ClH:43], predict the reaction product. (6) Given the reactants [CH3:1][C:2]1[CH:20]=[CH:19][CH:18]=[CH:17][C:3]=1[C:4]([NH:6][C:7]1[C:16]2[CH2:15][CH2:14][CH2:13][CH2:12][C:11]=2[CH:10]=[CH:9][CH:8]=1)=[O:5].[Cl:21][S:22](O)(=[O:24])=[O:23], predict the reaction product. The product is: [CH3:1][C:2]1[CH:20]=[CH:19][CH:18]=[CH:17][C:3]=1[C:4]([NH:6][C:7]1[C:16]2[CH2:15][CH2:14][CH2:13][CH2:12][C:11]=2[CH:10]=[C:9]([S:22]([Cl:21])(=[O:24])=[O:23])[CH:8]=1)=[O:5]. (7) Given the reactants C[O:2][C:3](=[O:42])[C@@H:4]([NH:14][C:15]([C:17]1[N:18]=[C:19]([C:32]2[CH:37]=[CH:36][C:35]([C:38]([F:41])([F:40])[F:39])=[CH:34][CH:33]=2)[O:20][C:21]=1[C:22]1[CH:27]=[CH:26][C:25]([C:28](=[NH:31])[NH:29][OH:30])=[CH:24][CH:23]=1)=[O:16])[CH2:5][S:6][CH2:7][C:8]1[CH:13]=[CH:12][CH:11]=[CH:10][CH:9]=1.[OH-].[Li+], predict the reaction product. The product is: [CH2:7]([S:6][CH2:5][C@H:4]([NH:14][C:15]([C:17]1[N:18]=[C:19]([C:32]2[CH:37]=[CH:36][C:35]([C:38]([F:39])([F:40])[F:41])=[CH:34][CH:33]=2)[O:20][C:21]=1[C:22]1[CH:27]=[CH:26][C:25]([C:28](=[NH:31])[NH:29][OH:30])=[CH:24][CH:23]=1)=[O:16])[C:3]([OH:42])=[O:2])[C:8]1[CH:13]=[CH:12][CH:11]=[CH:10][CH:9]=1.